This data is from Forward reaction prediction with 1.9M reactions from USPTO patents (1976-2016). The task is: Predict the product of the given reaction. (1) The product is: [NH2:1][C:2]1[N:7]=[CH:6][N:5]=[C:4]([C:8]2[C:9]([CH3:28])=[C:10]([NH:15][C:16](=[O:27])[C:17]3[CH:22]=[CH:21][C:20]([CH:23]4[CH2:25][CH2:24]4)=[CH:19][C:18]=3[F:26])[CH:11]=[C:12]([F:14])[CH:13]=2)[C:3]=1[O:29][CH2:30][C@@H:31]([NH:33][CH3:34])[CH3:32]. Given the reactants [NH2:1][C:2]1[N:7]=[CH:6][N:5]=[C:4]([C:8]2[C:9]([CH3:28])=[C:10]([NH:15][C:16](=[O:27])[C:17]3[CH:22]=[CH:21][C:20]([CH:23]4[CH2:25][CH2:24]4)=[CH:19][C:18]=3[F:26])[CH:11]=[C:12]([F:14])[CH:13]=2)[C:3]=1[O:29][CH2:30][C@@H:31]([N:33](CC1C=CC=CC=1)[CH3:34])[CH3:32], predict the reaction product. (2) Given the reactants [F:1]C1C(F)=C(F)C(F)=C(F)C=1F.C(=O)=O.[Cl:16][C:17]1[CH:22]=[C:21](Cl)[N:20]2[N:24]=[C:25]([C:38]3[CH:43]=[CH:42][C:41]([F:44])=[CH:40][CH:39]=3)[C:26]([C:27]([N:29]([CH3:37])[C:30](=[O:36])[O:31][C:32]([CH3:35])([CH3:34])[CH3:33])=[O:28])=[C:19]2[CH:18]=1, predict the reaction product. The product is: [Cl:16][C:17]1[CH:22]=[C:21]([F:1])[N:20]2[N:24]=[C:25]([C:38]3[CH:43]=[CH:42][C:41]([F:44])=[CH:40][CH:39]=3)[C:26]([C:27]([N:29]([CH3:37])[C:30](=[O:36])[O:31][C:32]([CH3:33])([CH3:35])[CH3:34])=[O:28])=[C:19]2[CH:18]=1. (3) Given the reactants [CH2:1]([C:5]1[N:10]2[N:11]=[CH:12][N:13]=[C:9]2[N:8]([CH:14]2[CH2:19][CH2:18][CH:17]([OH:20])[CH2:16][CH2:15]2)[C:7](=[O:21])[C:6]=1[CH2:22][C:23]1[CH:28]=[CH:27][C:26]([C:29]2[C:30]([C:35]#[N:36])=[CH:31][CH:32]=[CH:33][CH:34]=2)=[CH:25][CH:24]=1)[CH2:2][CH2:3][CH3:4].[N+](=CC(OCC)=[O:41])=[N-].[C:45]1([CH3:51])[CH:50]=CC=C[CH:46]=1, predict the reaction product. The product is: [CH2:1]([C:5]1[N:10]2[N:11]=[CH:12][N:13]=[C:9]2[N:8]([C@H:14]2[CH2:19][CH2:18][C@H:17]([O:20][CH2:46][C:45]([OH:41])([CH3:51])[CH3:50])[CH2:16][CH2:15]2)[C:7](=[O:21])[C:6]=1[CH2:22][C:23]1[CH:28]=[CH:27][C:26]([C:29]2[C:30]([C:35]#[N:36])=[CH:31][CH:32]=[CH:33][CH:34]=2)=[CH:25][CH:24]=1)[CH2:2][CH2:3][CH3:4].